Dataset: Full USPTO retrosynthesis dataset with 1.9M reactions from patents (1976-2016). Task: Predict the reactants needed to synthesize the given product. (1) Given the product [CH3:1][O:2][C:3]1[CH:8]=[C:7]([N:9]2[CH2:14][CH2:13][N:12]([CH3:15])[CH2:11][CH2:10]2)[C:6]([NH2:16])=[CH:5][C:4]=1[NH:19][C:20]1[N:25]=[C:24]([C:26]2[C:34]3[C:29](=[CH:30][CH:31]=[CH:32][CH:33]=3)[N:28]([CH3:35])[CH:27]=2)[C:23]([CH3:36])=[CH:22][N:21]=1, predict the reactants needed to synthesize it. The reactants are: [CH3:1][O:2][C:3]1[CH:8]=[C:7]([N:9]2[CH2:14][CH2:13][N:12]([CH3:15])[CH2:11][CH2:10]2)[C:6]([N+:16]([O-])=O)=[CH:5][C:4]=1[NH:19][C:20]1[N:25]=[C:24]([C:26]2[C:34]3[C:29](=[CH:30][CH:31]=[CH:32][CH:33]=3)[N:28]([CH3:35])[CH:27]=2)[C:23]([CH3:36])=[CH:22][N:21]=1.[NH4+].[Cl-].C(Cl)Cl.CO. (2) Given the product [CH3:12][C:3]1[C:4]([C:7]([O:9][CH2:10][CH3:11])=[O:8])=[N:5][O:6][C:2]=1[CH:13]=[CH2:14], predict the reactants needed to synthesize it. The reactants are: Br[C:2]1[O:6][N:5]=[C:4]([C:7]([O:9][CH2:10][CH3:11])=[O:8])[C:3]=1[CH3:12].[CH2:13]([Sn](CCCC)(CCCC)C=C)[CH2:14]CC. (3) Given the product [OH:38][C@H:37]([C:39]1[CH:44]=[CH:43][CH:42]=[CH:41][CH:40]=1)[CH2:36][NH:35][C:16]([C@@H:9]1[CH2:10][C:11](=[N:13][O:14][CH3:15])[CH2:12][N:8]1[C:6]([C:24]1[CH:25]=[CH:20][C:21]([C:26]2[CH:31]=[CH:30][CH:29]=[CH:28][C:27]=2[CH3:32])=[CH:22][CH:23]=1)=[O:7])=[O:18], predict the reactants needed to synthesize it. The reactants are: C(O[C:6]([N:8]1[CH2:12][C:11](=[N:13][O:14][CH3:15])[CH2:10][C@H:9]1[C:16]([OH:18])=O)=[O:7])(C)(C)C.C[C:20]1[CH:25]=[CH:24][CH:23]=[CH:22][C:21]=1[C:26]1[C:27]([C:32](O)=O)=[CH:28][CH:29]=[CH:30][CH:31]=1.[NH2:35][CH2:36][C@@H:37]([C:39]1[CH:44]=[CH:43][CH:42]=[CH:41][CH:40]=1)[OH:38]. (4) Given the product [Br:9][C:8]1[N:4]([CH:1]([CH3:3])[CH3:2])[CH:5]=[N:6][CH:7]=1, predict the reactants needed to synthesize it. The reactants are: [CH:1]([N:4]1[CH:8]=[CH:7][N:6]=[CH:5]1)([CH3:3])[CH3:2].[Br:9]N1C(C)(C)C(=O)N(Br)C1=O.[O-]S([O-])=O.[Na+].[Na+]. (5) Given the product [Cl:11][C:10]1[C:5]([C:4]([O:3][CH2:1][CH3:2])=[O:13])=[N:6][C:7]([I:15])=[CH:8][CH:9]=1, predict the reactants needed to synthesize it. The reactants are: [CH2:1]([O:3][C:4](=[O:13])[C:5]1[C:10]([Cl:11])=[CH:9][CH:8]=[C:7](Cl)[N:6]=1)[CH3:2].[Na+].[I-:15].C(Cl)(=O)C. (6) The reactants are: C([O:8][C:9]1[CH:14]=[C:13]([C:15]([F:18])([F:17])[F:16])[CH:12]=[CH:11][C:10]=1/[CH:19]=[CH:20]/[C:21]([O:23][C:24]([CH3:27])([CH3:26])[CH3:25])=[O:22])C1C=CC=CC=1. Given the product [OH:8][C:9]1[CH:14]=[C:13]([C:15]([F:17])([F:18])[F:16])[CH:12]=[CH:11][C:10]=1[CH2:19][CH2:20][C:21]([O:23][C:24]([CH3:27])([CH3:26])[CH3:25])=[O:22], predict the reactants needed to synthesize it. (7) Given the product [S:20]1[CH:24]=[C:23]([CH2:25][N:4]2[CH2:3][CH2:2][N:1]([C:7]3[CH:8]=[CH:9][C:10]4[N:11]([C:13]([C:16]([F:17])([F:18])[F:19])=[N:14][N:15]=4)[N:12]=3)[CH2:6][CH2:5]2)[N:22]=[CH:21]1, predict the reactants needed to synthesize it. The reactants are: [N:1]1([C:7]2[CH:8]=[CH:9][C:10]3[N:11]([C:13]([C:16]([F:19])([F:18])[F:17])=[N:14][N:15]=3)[N:12]=2)[CH2:6][CH2:5][NH:4][CH2:3][CH2:2]1.[S:20]1[CH:24]=[C:23]([CH:25]=O)[N:22]=[CH:21]1. (8) The reactants are: [Br:1][C:2]1[CH:7]=[CH:6][C:5]([C:8]2([OH:21])[CH2:13][CH2:12][N:11]([C:14]([O:16][C:17]([CH3:20])([CH3:19])[CH3:18])=[O:15])[CH2:10][CH2:9]2)=[CH:4][CH:3]=1.[CH3:22]C1CC(=O)CCN1C(OC(C)(C)C)=O. Given the product [Br:1][C:2]1[CH:3]=[CH:4][C:5]([C:8]2([OH:21])[CH2:9][CH2:10][N:11]([C:14]([O:16][C:17]([CH3:18])([CH3:20])[CH3:19])=[O:15])[CH:12]([CH3:22])[CH2:13]2)=[CH:6][CH:7]=1, predict the reactants needed to synthesize it. (9) Given the product [Cl:1][C:2]1[CH:3]=[C:4]([CH:21]([O:23][CH2:24][C:25]2([C:38]3[CH:43]=[CH:42][C:41]([F:44])=[CH:40][CH:39]=3)[CH2:26][CH2:27][N:28]([C:31]([O:33][C:34]([CH3:35])([CH3:36])[CH3:37])=[O:32])[CH2:29][CH2:30]2)[CH3:22])[C:5]2[NH:9][C:8](=[O:18])[N:7]([CH3:19])[C:6]=2[CH:20]=1, predict the reactants needed to synthesize it. The reactants are: [Cl:1][C:2]1[CH:3]=[C:4]([CH:21]([O:23][CH2:24][C:25]2([C:38]3[CH:43]=[CH:42][C:41]([F:44])=[CH:40][CH:39]=3)[CH2:30][CH2:29][N:28]([C:31]([O:33][C:34]([CH3:37])([CH3:36])[CH3:35])=[O:32])[CH2:27][CH2:26]2)[CH3:22])[C:5]2[N:9](COCC[Si](C)(C)C)[C:8](=[O:18])[N:7]([CH3:19])[C:6]=2[CH:20]=1.[F-].C([N+](CCCC)(CCCC)CCCC)CCC.O.